From a dataset of Catalyst prediction with 721,799 reactions and 888 catalyst types from USPTO. Predict which catalyst facilitates the given reaction. The catalyst class is: 9. Reactant: [H-].[Na+].[N:3]1([CH2:8][CH2:9][CH2:10][CH2:11][C:12]2[CH:17]=[CH:16][C:15]([OH:18])=[CH:14][CH:13]=2)[CH:7]=[CH:6][N:5]=[N:4]1.Cl[CH2:20][C:21]1[C:22]([CH3:38])=[N:23][C:24]([C:27]2[CH:32]=[CH:31][C:30]([O:33][C:34]([F:37])([F:36])[F:35])=[CH:29][CH:28]=2)=[CH:25][CH:26]=1.O. Product: [CH3:38][C:22]1[C:21]([CH2:20][O:18][C:15]2[CH:14]=[CH:13][C:12]([CH2:11][CH2:10][CH2:9][CH2:8][N:3]3[CH:7]=[CH:6][N:5]=[N:4]3)=[CH:17][CH:16]=2)=[CH:26][CH:25]=[C:24]([C:27]2[CH:28]=[CH:29][C:30]([O:33][C:34]([F:36])([F:37])[F:35])=[CH:31][CH:32]=2)[N:23]=1.